This data is from Reaction yield outcomes from USPTO patents with 853,638 reactions. The task is: Predict the reaction yield, written as a fraction of the theoretical maximum amount of product (1.0 means a 100% yield; for example, 0.34 means a 34% yield). (1) The reactants are [CH3:1][C:2]1([OH:6])[CH2:5][CH2:4][CH2:3]1.N1C=CC=CC=1.[C:13](Cl)(=[O:24])[O:14][C:15]1[CH:20]=[CH:19][C:18]([N+:21]([O-:23])=[O:22])=[CH:17][CH:16]=1. The catalyst is ClCCl. The product is [C:13](=[O:24])([O:14][C:15]1[CH:16]=[CH:17][C:18]([N+:21]([O-:23])=[O:22])=[CH:19][CH:20]=1)[O:6][C:2]1([CH3:1])[CH2:5][CH2:4][CH2:3]1. The yield is 0.480. (2) The reactants are [C:1]1([CH2:7][CH2:8][NH2:9])[CH:6]=[CH:5][CH:4]=[CH:3][CH:2]=1.[S:10]([OH:14])([OH:13])(=[O:12])=[O:11].CS[C:17](=[NH:19])[NH2:18].O.[OH-].[Na+]. The catalyst is C(O)C. The product is [S:10]([OH:14])([OH:13])(=[O:12])=[O:11].[C:1]1([CH2:7][CH2:8][NH:9][C:17]([NH2:19])=[NH:18])[CH:6]=[CH:5][CH:4]=[CH:3][CH:2]=1.[C:1]1([CH2:7][CH2:8][NH:9][C:17]([NH2:19])=[NH:18])[CH:6]=[CH:5][CH:4]=[CH:3][CH:2]=1. The yield is 0.615.